Dataset: Reaction yield outcomes from USPTO patents with 853,638 reactions. Task: Predict the reaction yield, written as a fraction of the theoretical maximum amount of product (1.0 means a 100% yield; for example, 0.34 means a 34% yield). (1) The reactants are [F:1][C:2]1[CH:11]=[C:10]([C:12]([O:14][CH3:15])=[O:13])[CH:9]=[CH:8][C:3]=1[C:4]([O:6][CH3:7])=[O:5].[N+:16]([O-])([OH:18])=[O:17]. The catalyst is S(=O)(=O)(O)O. The product is [CH3:7][O:6][C:4](=[O:5])[C:3]1[CH:8]=[C:9]([N+:16]([O-:18])=[O:17])[C:10]([C:12]([O:14][CH3:15])=[O:13])=[CH:11][C:2]=1[F:1]. The yield is 0.950. (2) No catalyst specified. The product is [CH3:1][N:2]([CH3:19])[CH2:3][CH2:4][O:5][C:6]1[CH:11]=[CH:10][C:9]([NH:12][C:28]([NH:27][C:24]2[CH:25]=[CH:26][C:21]([F:20])=[CH:22][CH:23]=2)=[O:29])=[CH:8][C:7]=1[C:13]1[N:14]([CH3:18])[N:15]=[CH:16][CH:17]=1. The yield is 0.664. The reactants are [CH3:1][N:2]([CH3:19])[CH2:3][CH2:4][O:5][C:6]1[CH:11]=[CH:10][C:9]([NH2:12])=[CH:8][C:7]=1[C:13]1[N:14]([CH3:18])[N:15]=[CH:16][CH:17]=1.[F:20][C:21]1[CH:26]=[CH:25][C:24]([N:27]=[C:28]=[O:29])=[CH:23][CH:22]=1.